From a dataset of Peptide-MHC class I binding affinity with 185,985 pairs from IEDB/IMGT. Regression. Given a peptide amino acid sequence and an MHC pseudo amino acid sequence, predict their binding affinity value. This is MHC class I binding data. The peptide sequence is RQLLNLDVL. The MHC is H-2-Kb with pseudo-sequence H-2-Kb. The binding affinity (normalized) is 0.0638.